This data is from Forward reaction prediction with 1.9M reactions from USPTO patents (1976-2016). The task is: Predict the product of the given reaction. Given the reactants [F:1][C:2]([F:31])([F:30])[C:3]1[CH:8]=[CH:7][C:6]([C:9]2[N:14]=[CH:13][C:12]([CH:15]([NH:19][C:20]3[CH:29]=[CH:28][C:23]([C:24](OC)=[O:25])=[CH:22][N:21]=3)[CH2:16][CH2:17][CH3:18])=[CH:11][N:10]=2)=[CH:5][CH:4]=1.[Li+].[OH-].Cl.CN(C(ON1N=NC2C=CC=NC1=2)=[N+](C)C)C.F[P-](F)(F)(F)(F)F.Cl.[NH2:60][CH2:61][CH2:62][C:63]([O:65][CH3:66])=[O:64].C(N(CC)C(C)C)(C)C, predict the reaction product. The product is: [F:31][C:2]([F:1])([F:30])[C:3]1[CH:8]=[CH:7][C:6]([C:9]2[N:14]=[CH:13][C:12]([CH:15]([NH:19][C:20]3[CH:29]=[CH:28][C:23]([C:24]([NH:60][CH2:61][CH2:62][C:63]([O:65][CH3:66])=[O:64])=[O:25])=[CH:22][N:21]=3)[CH2:16][CH2:17][CH3:18])=[CH:11][N:10]=2)=[CH:5][CH:4]=1.